From a dataset of Forward reaction prediction with 1.9M reactions from USPTO patents (1976-2016). Predict the product of the given reaction. (1) Given the reactants Br[CH2:2][CH:3]1[CH2:5][CH2:4]1.[C:6]([CH:11]1[S:16][CH2:15][CH2:14][CH2:13][S:12]1)([O:8][CH2:9][CH3:10])=[O:7], predict the reaction product. The product is: [CH:5]1([CH2:4][C:11]2([C:6]([O:8][CH2:9][CH3:10])=[O:7])[S:12][CH2:13][CH2:14][CH2:15][S:16]2)[CH2:3][CH2:2]1. (2) Given the reactants [Br:1][C:2]1[CH:3]=[C:4]2[C:9](=[CH:10][CH:11]=1)[N:8]([C:12]([CH:14]1[CH2:16][CH2:15]1)=[O:13])[C@@H:7]([CH3:17])[CH2:6][NH:5]2.ClC(Cl)C.N1C=CC=CC=1.Cl[C:29]([O:31][CH:32]([CH3:34])[CH3:33])=[O:30], predict the reaction product. The product is: [Br:1][C:2]1[CH:3]=[C:4]2[C:9]([N:8]([C:12]([CH:14]3[CH2:15][CH2:16]3)=[O:13])[C@@H:7]([CH3:17])[CH2:6][N:5]2[C:29]([O:31][CH:32]([CH3:34])[CH3:33])=[O:30])=[CH:10][CH:11]=1. (3) The product is: [F:37][C:38]([F:50])([F:49])[C:5]([OH:7])=[O:6].[CH3:5][C@H:2]1[N:1]([CH2:35][C:28]2[C:29]3[C:34](=[CH:33][CH:32]=[CH:31][CH:30]=3)[N:25]=[CH:26][CH:27]=2)[C:8](=[O:9])[N:46]([C:45]2[CH:47]=[CH:48][C:42]([S:39]([C:38]([F:49])([F:37])[F:50])(=[O:40])=[O:41])=[CH:43][CH:44]=2)[C:3]1=[O:4]. Given the reactants [NH:1]([C:8](OCC1C2C(=CC=CC=2)C2C1=CC=CC=2)=[O:9])[C@@H:2]([C:5]([OH:7])=[O:6])[CH2:3][OH:4].[N:25]1[C:34]2[C:29](=[CH:30][CH:31]=[CH:32][CH:33]=2)[C:28]([CH:35]=O)=[CH:27][CH:26]=1.[F:37][C:38]([F:50])([F:49])[S:39]([C:42]1[CH:48]=[CH:47][C:45]([NH2:46])=[CH:44][CH:43]=1)(=[O:41])=[O:40], predict the reaction product. (4) Given the reactants [F:1][C:2]1[CH:3]=[CH:4][C:5]([CH2:8][CH2:9][N:10]2[CH2:15][CH2:14][N:13]([C:16]3[CH:21]=[CH:20][C:19]4[C:22]5[CH2:23][N:24]([CH3:30])[CH2:25][CH2:26][CH2:27][C:28]=5[O:29][C:18]=4[CH:17]=3)[C:12](=[O:31])[CH2:11]2)=[N:6][CH:7]=1.[ClH:32].CCOCC, predict the reaction product. The product is: [ClH:32].[F:1][C:2]1[CH:3]=[CH:4][C:5]([CH2:8][CH2:9][N:10]2[CH2:15][CH2:14][N:13]([C:16]3[CH:21]=[CH:20][C:19]4[C:22]5[CH2:23][N:24]([CH3:30])[CH2:25][CH2:26][CH2:27][C:28]=5[O:29][C:18]=4[CH:17]=3)[C:12](=[O:31])[CH2:11]2)=[N:6][CH:7]=1. (5) Given the reactants Br[C:2]1[CH:3]=[N:4][C:5]([C:8]2[O:9][C:10]3[CH:16]=[C:15]([O:17][CH2:18][CH:19]4[CH2:21][CH2:20]4)[CH:14]=[CH:13][C:11]=3[N:12]=2)=[N:6][CH:7]=1.[CH2:22]([OH:29])[C:23]1[CH:28]=[CH:27][CH:26]=[CH:25][CH:24]=1.C(=O)([O-])[O-].[Cs+].[Cs+].N1C2C(=CC=C3C=2N=CC=C3)C=CC=1, predict the reaction product. The product is: [CH2:22]([O:29][C:2]1[CH:3]=[N:4][C:5]([C:8]2[O:9][C:10]3[CH:16]=[C:15]([O:17][CH2:18][CH:19]4[CH2:21][CH2:20]4)[CH:14]=[CH:13][C:11]=3[N:12]=2)=[N:6][CH:7]=1)[C:23]1[CH:28]=[CH:27][CH:26]=[CH:25][CH:24]=1.